Dataset: Full USPTO retrosynthesis dataset with 1.9M reactions from patents (1976-2016). Task: Predict the reactants needed to synthesize the given product. (1) Given the product [CH3:24][N:23]1[C:19]([C:17]2[CH:16]=[CH:15][N:14]=[C:13]([NH:6][C:7]3[CH:12]=[CH:11][C:10]([S:2](=[O:5])(=[O:3])[NH:33][CH:29]([CH2:30][O:31][CH3:32])[CH2:28][O:27][CH3:26])=[CH:9][CH:8]=3)[N:18]=2)=[CH:20][N:21]=[C:22]1[CH3:25], predict the reactants needed to synthesize it. The reactants are: Cl[S:2]([OH:5])(=O)=[O:3].[NH:6]([C:13]1[N:18]=[C:17]([C:19]2[N:23]([CH3:24])[C:22]([CH3:25])=[N:21][CH:20]=2)[CH:16]=[CH:15][N:14]=1)[C:7]1[CH:12]=[CH:11][CH:10]=[CH:9][CH:8]=1.[CH3:26][O:27][CH2:28][CH:29]([NH2:33])[CH2:30][O:31][CH3:32]. (2) Given the product [O:10]=[C:9]1[NH:11][C:2]2=[N:3][CH:4]=[CH:5][CH:6]=[C:7]2[N:8]1[CH:12]1[CH2:17][CH2:16][N:15]([C:18]([O:20][CH2:21][C:22]2[CH:27]=[CH:26][CH:25]=[CH:24][CH:23]=2)=[O:19])[CH2:14][CH2:13]1, predict the reactants needed to synthesize it. The reactants are: Cl[C:2]1[C:7]([N:8]([CH:12]2[CH2:17][CH2:16][N:15]([C:18]([O:20][CH2:21][C:22]3[CH:27]=[CH:26][CH:25]=[CH:24][CH:23]=3)=[O:19])[CH2:14][CH2:13]2)[C:9]([NH2:11])=[O:10])=[CH:6][CH:5]=[CH:4][N:3]=1.C(=O)([O-])O.[Na+].C1(P(C2C=CC=CC=2)CCCCP(C2C=CC=CC=2)C2C=CC=CC=2)C=CC=CC=1.O.